Dataset: Reaction yield outcomes from USPTO patents with 853,638 reactions. Task: Predict the reaction yield, written as a fraction of the theoretical maximum amount of product (1.0 means a 100% yield; for example, 0.34 means a 34% yield). The reactants are [O:1]=[C:2]([C:9]1[CH:14]=[CH:13][CH:12]=[CH:11][CH:10]=1)[CH2:3][C:4]([O:6][CH2:7][CH3:8])=[O:5].[CH2:15]([O:17][CH:18](OCC)OCC)[CH3:16]. The catalyst is C(OC(=O)C)(=O)C. The product is [C:2](/[C:3](=[CH:18]\[O:17][CH2:15][CH3:16])/[C:4]([O:6][CH2:7][CH3:8])=[O:5])(=[O:1])[C:9]1[CH:14]=[CH:13][CH:12]=[CH:11][CH:10]=1. The yield is 0.880.